Dataset: Full USPTO retrosynthesis dataset with 1.9M reactions from patents (1976-2016). Task: Predict the reactants needed to synthesize the given product. (1) Given the product [Cl:7][C:8]1[C:1]([C:2]([Cl:4])=[O:3])=[CH:12][N:11]=[C:10]([Cl:17])[CH:9]=1, predict the reactants needed to synthesize it. The reactants are: [C:1](Cl)(=O)[C:2]([Cl:4])=[O:3].[Cl:7][C:8]1C(C(O)=O)=[CH:12][N:11]=[C:10]([Cl:17])[CH:9]=1.CN(C)C=O. (2) Given the product [CH3:12][O:11][C:7]1[C:6]2[C:2]([C:26]3[CH:31]=[CH:30][C:29]([S:32]([NH2:35])(=[O:34])=[O:33])=[CH:28][CH:27]=3)=[CH:3][N:4]([CH:13]3[CH2:17][CH2:16][O:15][CH2:14]3)[C:5]=2[CH:10]=[CH:9][N:8]=1, predict the reactants needed to synthesize it. The reactants are: I[C:2]1[C:6]2[C:7]([O:11][CH3:12])=[N:8][CH:9]=[CH:10][C:5]=2[N:4]([CH:13]2[CH2:17][CH2:16][O:15][CH2:14]2)[CH:3]=1.CC1(C)C(C)(C)OB([C:26]2[CH:31]=[CH:30][C:29]([S:32]([NH2:35])(=[O:34])=[O:33])=[CH:28][CH:27]=2)O1.C(=O)([O-])[O-].[K+].[K+]. (3) Given the product [OH:15][CH2:11][CH2:10][C:9]1[CH:8]=[CH:7][C:5]([NH2:6])=[CH:4][C:3]=1[C:2]([F:12])([F:13])[F:1], predict the reactants needed to synthesize it. The reactants are: [F:1][C:2]([F:13])([F:12])[C:3]1[CH:4]=[C:5]([CH:7]=[CH:8][C:9]=1[CH:10]=[CH2:11])[NH2:6].B.[OH-:15].[Na+].OO. (4) Given the product [CH3:1][O:2][C:3](=[O:4])[C:5]1[CH:10]=[C:9]([O:11][CH3:12])[CH:8]=[CH:7][C:6]=1[NH:13][C:14]1[N:18]([C:19]2[CH:24]=[CH:23][CH:22]=[CH:21][C:20]=2[O:25][CH2:26][CH3:27])[N:17]=[C:16]([CH3:28])[C:15]=1[C:38]1[CH:39]=[C:40]2[C:35](=[CH:36][CH:37]=1)[N:34]=[CH:33][CH:32]=[N:31]2, predict the reactants needed to synthesize it. The reactants are: [CH3:1][O:2][C:3]([C:5]1[CH:10]=[C:9]([O:11][CH3:12])[CH:8]=[CH:7][C:6]=1[NH:13][C:14]1[N:18]([C:19]2[CH:24]=[CH:23][CH:22]=[CH:21][C:20]=2[O:25][CH2:26][CH3:27])[N:17]=[C:16]([CH3:28])[C:15]=1Br)=[O:4].Cl.[N:31]1[C:40]2[C:35](=[CH:36][C:37](OB(O)O)=[CH:38][CH:39]=2)[N:34]=[CH:33][CH:32]=1.C(=O)([O-])[O-].[Na+].[Na+]. (5) Given the product [NH3:8].[CH3:9][OH:18].[NH2:35][CH2:34][C:28]1([C:25]2[CH:24]=[CH:23][C:22]([Cl:21])=[CH:27][CH:26]=2)[CH2:33][CH2:32][N:31]([C:15]2[N:14]=[CH:13][N:12]=[C:11]3[C:16]=2[N:8]([CH2:1][CH3:2])[C:9](=[O:18])[NH:10]3)[CH2:30][CH2:29]1, predict the reactants needed to synthesize it. The reactants are: [CH2:1]([N:8]1[C:16]2[C:11](=[N:12][CH:13]=[N:14][C:15]=2Cl)[NH:10][C:9]1=[O:18])[C:2]1C=CC=CC=1.Cl.Cl.[Cl:21][C:22]1[CH:27]=[CH:26][C:25]([C:28]2([CH2:34][NH2:35])[CH2:33][CH2:32][NH:31][CH2:30][CH2:29]2)=[CH:24][CH:23]=1.C(N(CC)CC)C. (6) Given the product [Cl:9][C:10]1[S:11][C:12]([Sn:19]([CH2:21][CH2:22][CH2:23][CH3:24])([CH2:25][CH2:26][CH2:27][CH3:28])[CH2:15][CH2:16][CH2:17][CH3:18])=[CH:13][N:14]=1, predict the reactants needed to synthesize it. The reactants are: C([N-]C(C)C)(C)C.[Li+].[Cl:9][C:10]1[S:11][CH:12]=[CH:13][N:14]=1.[CH2:15]([Sn:19]([CH2:25][CH2:26][CH2:27][CH3:28])([CH2:21][CH2:22][CH2:23][CH3:24])Cl)[CH2:16][CH2:17][CH3:18]. (7) Given the product [C:1]([O:5][C:6]([N:8]1[CH2:12][C@@H:11]([CH2:13][O:14][C:46]2[CH:45]=[CH:44][CH:43]=[C:42]([Cl:41])[CH:47]=2)[CH2:10][C@H:9]1[C:15]([O:17][C:18]([CH3:21])([CH3:20])[CH3:19])=[O:16])=[O:7])([CH3:3])([CH3:4])[CH3:2], predict the reactants needed to synthesize it. The reactants are: [C:1]([O:5][C:6]([N:8]1[CH2:12][CH:11]([CH2:13][OH:14])[CH2:10][CH:9]1[C:15]([O:17][C:18]([CH3:21])([CH3:20])[CH3:19])=[O:16])=[O:7])([CH3:4])([CH3:3])[CH3:2].C1(P(C2C=CC=CC=2)C2C=CC=CC=2)C=CC=CC=1.[Cl:41][C:42]1[CH:43]=[C:44](O)[CH:45]=[CH:46][CH:47]=1.CC(OC(/N=N/C(OC(C)C)=O)=O)C. (8) Given the product [F:50][C:51]1[C:59]([C:60]2[CH:61]=[N:62][N:63]([CH2:65][CH2:66][CH2:67][OH:68])[CH:64]=2)=[C:58]2[C:54]([C:55](=[O:70])[N:56]([CH3:69])[CH2:57]2)=[C:53]([NH:71][C:72]2[C:77]([C:78]([F:81])([F:79])[F:80])=[CH:76][N:75]=[C:74]([NH:82][C:83]3[CH:97]=[CH:96][C:86]([CH2:87][P:88](=[O:92])([OH:95])[O:89][CH2:90][CH3:91])=[CH:85][C:84]=3[O:98][CH3:99])[N:73]=2)[CH:52]=1, predict the reactants needed to synthesize it. The reactants are: C(N(CC)C(C1C=C(C2C=NN(CCCO)C=2)C=CC=1NC1C(C(F)(F)F)=CN=C(NC2C=CC(CP(=O)(O)OCC)=CC=2OC)N=1)=O)C.[F:50][C:51]1[C:59]([C:60]2[CH:61]=[N:62][N:63]([CH2:65][CH2:66][CH2:67][OH:68])[CH:64]=2)=[C:58]2[C:54]([C:55](=[O:70])[N:56]([CH3:69])[CH2:57]2)=[C:53]([NH:71][C:72]2[C:77]([C:78]([F:81])([F:80])[F:79])=[CH:76][N:75]=[C:74]([NH:82][C:83]3[CH:97]=[CH:96][C:86]([CH2:87][P:88](=[O:95])([O:92]CC)[O:89][CH2:90][CH3:91])=[CH:85][C:84]=3[O:98][CH3:99])[N:73]=2)[CH:52]=1.